This data is from Peptide-MHC class II binding affinity with 134,281 pairs from IEDB. The task is: Regression. Given a peptide amino acid sequence and an MHC pseudo amino acid sequence, predict their binding affinity value. This is MHC class II binding data. (1) The peptide sequence is LLKILVLSILSSPTK. The MHC is DRB1_0901 with pseudo-sequence DRB1_0901. The binding affinity (normalized) is 0.492. (2) The MHC is DRB5_0101 with pseudo-sequence DRB5_0101. The binding affinity (normalized) is 0.571. The peptide sequence is LPISPLSNSLLRHHNLVYMT. (3) The peptide sequence is VLERYLLEAKEAENI. The MHC is DRB1_0701 with pseudo-sequence DRB1_0701. The binding affinity (normalized) is 0.124.